Dataset: Reaction yield outcomes from USPTO patents with 853,638 reactions. Task: Predict the reaction yield, written as a fraction of the theoretical maximum amount of product (1.0 means a 100% yield; for example, 0.34 means a 34% yield). (1) The yield is 0.530. The product is [Br:1][C:2]1[C:3]([NH:15][C:14]2[CH:16]=[CH:17][C:18]([F:20])=[CH:19][C:13]=2[F:12])=[N:4][CH:5]=[C:6]([N+:8]([O-:10])=[O:9])[CH:7]=1. The reactants are [Br:1][C:2]1[C:3](Cl)=[N:4][CH:5]=[C:6]([N+:8]([O-:10])=[O:9])[CH:7]=1.[F:12][C:13]1[CH:19]=[C:18]([F:20])[CH:17]=[CH:16][C:14]=1[NH2:15]. The catalyst is CS(C)=O. (2) The reactants are CC1C=CC(S(O[CH2:12][C@@H:13]2[CH2:17][O:16][C:15]([CH3:19])([CH3:18])[O:14]2)(=O)=O)=CC=1.[C:20]([C:24]1[NH:25][C:26]2[C:31]([CH:32]=1)=[CH:30][C:29]([N+:33]([O-:35])=[O:34])=[CH:28][CH:27]=2)([CH3:23])([CH3:22])[CH3:21].C([O-])([O-])=O.[Cs+].[Cs+]. The catalyst is CN(C=O)C. The product is [C:20]([C:24]1[N:25]([CH2:12][C@@H:13]2[CH2:17][O:16][C:15]([CH3:18])([CH3:19])[O:14]2)[C:26]2[C:31]([CH:32]=1)=[CH:30][C:29]([N+:33]([O-:35])=[O:34])=[CH:28][CH:27]=2)([CH3:23])([CH3:21])[CH3:22]. The yield is 0.660. (3) The reactants are [Br:1][C:2]1[CH:7]=[CH:6][C:5]([Br:8])=[CH:4][C:3]=1[N+:9]([O-])=O.O.[Sn](Cl)Cl.[OH-].[Na+]. The catalyst is C(O)C.Cl. The product is [Br:1][C:2]1[CH:7]=[CH:6][C:5]([Br:8])=[CH:4][C:3]=1[NH2:9]. The yield is 0.970. (4) The reactants are Br[C:2]1[CH:3]=[C:4]([N:11]2[C:15]3=[N:16][CH:17]=[CH:18][CH:19]=[C:14]3[C:13]([C:20]([O:22][CH3:23])=[O:21])=[N:12]2)[CH:5]=[C:6]([CH:8]([OH:10])[CH3:9])[CH:7]=1.[C:24]([C@:26]1([OH:33])[CH2:30][CH2:29][N:28]([CH3:31])[C:27]1=[O:32])#[CH:25]. No catalyst specified. The product is [OH:33][C@@:26]1([C:24]#[C:25][C:2]2[CH:3]=[C:4]([N:11]3[C:15]4=[N:16][CH:17]=[CH:18][CH:19]=[C:14]4[C:13]([C:20]([O:22][CH3:23])=[O:21])=[N:12]3)[CH:5]=[C:6]([CH:8]([OH:10])[CH3:9])[CH:7]=2)[CH2:30][CH2:29][N:28]([CH3:31])[C:27]1=[O:32]. The yield is 0.720.